Dataset: hERG potassium channel inhibition data for cardiac toxicity prediction from Karim et al.. Task: Regression/Classification. Given a drug SMILES string, predict its toxicity properties. Task type varies by dataset: regression for continuous values (e.g., LD50, hERG inhibition percentage) or binary classification for toxic/non-toxic outcomes (e.g., AMES mutagenicity, cardiotoxicity, hepatotoxicity). Dataset: herg_karim. The compound is C[C@@H]1CNC[C@H]2Cc3ccc(Cl)nc3N12. The result is 0 (non-blocker).